Dataset: Forward reaction prediction with 1.9M reactions from USPTO patents (1976-2016). Task: Predict the product of the given reaction. (1) Given the reactants [Si]([O:8][CH:9]1[CH2:14][CH2:13][CH:12]([N:15]2[C:19]3[CH:20]=[CH:21][C:22]([CH2:24][N:25]4[CH2:30][CH2:29][N:28]([CH2:31][CH2:32][C:33]5[CH:38]=[CH:37][N:36]=[CH:35][CH:34]=5)[CH2:27][CH2:26]4)=[CH:23][C:18]=3[N:17]=[C:16]2[NH:39][C:40]2[C:48]3[C:43](=[CH:44][CH:45]=[C:46]([C:49]4[CH:50]=[N:51][CH:52]=[CH:53][C:54]=4[O:55][CH3:56])[CH:47]=3)[N:42](COCC[Si](C)(C)C)[N:41]=2)[CH2:11][CH2:10]1)(C(C)(C)C)(C)C, predict the reaction product. The product is: [CH3:56][O:55][C:54]1[CH:53]=[CH:52][N:51]=[CH:50][C:49]=1[C:46]1[CH:47]=[C:48]2[C:43](=[CH:44][CH:45]=1)[NH:42][N:41]=[C:40]2[NH:39][C:16]1[N:15]([CH:12]2[CH2:13][CH2:14][CH:9]([OH:8])[CH2:10][CH2:11]2)[C:19]2[CH:20]=[CH:21][C:22]([CH2:24][N:25]3[CH2:26][CH2:27][N:28]([CH2:31][CH2:32][C:33]4[CH:34]=[CH:35][N:36]=[CH:37][CH:38]=4)[CH2:29][CH2:30]3)=[CH:23][C:18]=2[N:17]=1. (2) The product is: [CH3:39][S:40]([OH:43])(=[O:42])=[O:41].[CH:4]1([C:10]2[C:18]3[C:17](=[O:19])[NH:16][C:15]([C:20]4[CH:25]=[CH:24][C:23]([S:26]([N:29]([CH2:31][CH2:32][N:33]([CH3:34])[CH3:35])[CH3:30])(=[O:28])=[O:27])=[CH:22][C:21]=4[O:36][CH3:37])=[N:14][C:13]=3[N:12]([CH3:38])[N:11]=2)[CH2:5][CH2:6][CH2:7][CH2:8][CH2:9]1. Given the reactants C(O)C.[CH:4]1([C:10]2[C:18]3[C:17](=[O:19])[NH:16][C:15]([C:20]4[CH:25]=[CH:24][C:23]([S:26]([N:29]([CH2:31][CH2:32][N:33]([CH3:35])[CH3:34])[CH3:30])(=[O:28])=[O:27])=[CH:22][C:21]=4[O:36][CH3:37])=[N:14][C:13]=3[N:12]([CH3:38])[N:11]=2)[CH2:9][CH2:8][CH2:7][CH2:6][CH2:5]1.[CH3:39][S:40]([OH:43])(=[O:42])=[O:41], predict the reaction product. (3) Given the reactants [NH2:1][C:2]1[CH:3]=[C:4]2[C:9](=[CH:10][CH:11]=1)[CH:8]=[C:7]([C:12]1[CH:17]=[CH:16][C:15]([OH:18])=[CH:14][CH:13]=1)[CH:6]=[CH:5]2.Cl[CH2:20][CH2:21][O:22][CH2:23][CH2:24][O:25][CH2:26][CH2:27][F:28].C(=O)([O-])[O-].[K+].[K+].CN(C=O)C, predict the reaction product. The product is: [F:28][CH2:27][CH2:26][O:25][CH2:24][CH2:23][O:22][CH2:21][CH2:20][O:18][C:15]1[CH:16]=[CH:17][C:12]([C:7]2[CH:8]=[C:9]3[C:4](=[CH:5][CH:6]=2)[CH:3]=[C:2]([NH2:1])[CH:11]=[CH:10]3)=[CH:13][CH:14]=1. (4) Given the reactants [NH:1]([C:8]1[N:9]([C:21]2[CH:26]=[CH:25][CH:24]=[CH:23][CH:22]=2)[C:10]2[C:15]([C:16](=[O:18])[CH:17]=1)=[CH:14][C:13](Br)=[C:12]([CH3:20])[N:11]=2)[C:2]1[CH:7]=[CH:6][CH:5]=[CH:4][CH:3]=1.C1C=CC(P(C2C=CC=CC=2)C2C=CC=CC=2)=CC=1.[C:46]([O:50][CH3:51])(=[O:49])[CH:47]=[CH2:48], predict the reaction product. The product is: [NH:1]([C:8]1[N:9]([C:21]2[CH:26]=[CH:25][CH:24]=[CH:23][CH:22]=2)[C:10]2[N:11]=[C:12]([CH3:20])[C:13](/[CH:48]=[CH:47]/[C:46]([O:50][CH3:51])=[O:49])=[CH:14][C:15]=2[C:16](=[O:18])[CH:17]=1)[C:2]1[CH:7]=[CH:6][CH:5]=[CH:4][CH:3]=1. (5) Given the reactants [Cl:1][C:2]1[N:3]=[C:4]([C:15]2[CH:20]=[CH:19][CH:18]=[CH:17][CH:16]=2)[N:5]([CH2:9][CH2:10][CH2:11][CH2:12][O:13][CH3:14])[C:6]=1[CH:7]=[O:8].Cl([O-])=[O:22].[Na+].P([O-])(O)(O)=O.[Na+].Cl, predict the reaction product. The product is: [Cl:1][C:2]1[N:3]=[C:4]([C:15]2[CH:16]=[CH:17][CH:18]=[CH:19][CH:20]=2)[N:5]([CH2:9][CH2:10][CH2:11][CH2:12][O:13][CH3:14])[C:6]=1[C:7]([OH:22])=[O:8]. (6) Given the reactants [CH3:1][O:2][C:3](=[O:43])/[CH:4]=[CH:5]/[C:6]1[C:14]2[C:10](=[C:11]3[N:18]=[C:17]([C:19]4[CH:24]=[CH:23][C:22]([C:25]5([NH:29]C(OC(C)(C)C)=O)[CH2:28][CH2:27][CH2:26]5)=[CH:21][CH:20]=4)[C:16]([C:37]4[CH:42]=[CH:41][CH:40]=[CH:39][CH:38]=4)=[CH:15][N:12]3[N:13]=2)[CH:9]=[CH:8][CH:7]=1, predict the reaction product. The product is: [CH3:1][O:2][C:3](=[O:43])/[CH:4]=[CH:5]/[C:6]1[C:14]2[C:10](=[C:11]3[N:18]=[C:17]([C:19]4[CH:24]=[CH:23][C:22]([C:25]5([NH2:29])[CH2:28][CH2:27][CH2:26]5)=[CH:21][CH:20]=4)[C:16]([C:37]4[CH:38]=[CH:39][CH:40]=[CH:41][CH:42]=4)=[CH:15][N:12]3[N:13]=2)[CH:9]=[CH:8][CH:7]=1. (7) Given the reactants [CH:1]1([CH2:4][O:5][C:6]2[N:11]=[C:10]([C:12]([OH:14])=O)[CH:9]=[CH:8][C:7]=2[N:15]2[CH2:18][C:17]([F:20])([F:19])[CH2:16]2)[CH2:3][CH2:2]1.[CH:21]12[CH:26]([C:27]([O:29][CH2:30][CH3:31])=[O:28])[CH:25]1[CH2:24][NH:23][CH2:22]2.CN(C(ON1N=NC2C=CC=CC1=2)=[N+](C)C)C.[B-](F)(F)(F)F.CCN(C(C)C)C(C)C, predict the reaction product. The product is: [CH2:30]([O:29][C:27]([CH:26]1[CH:25]2[CH:21]1[CH2:22][N:23]([C:12]([C:10]1[CH:9]=[CH:8][C:7]([N:15]3[CH2:18][C:17]([F:20])([F:19])[CH2:16]3)=[C:6]([O:5][CH2:4][CH:1]3[CH2:2][CH2:3]3)[N:11]=1)=[O:14])[CH2:24]2)=[O:28])[CH3:31].